From a dataset of Full USPTO retrosynthesis dataset with 1.9M reactions from patents (1976-2016). Predict the reactants needed to synthesize the given product. (1) Given the product [CH2:34]1[C@H:33]2[CH2:35][CH2:36][CH2:37][C@H:32]2[CH2:31][N:30]1[C:28](=[O:29])[CH2:27][N:17]1[CH2:18][CH2:19][CH:14]([N:10]2[C:11]3[C:7](=[CH:6][C:5]([C:3]([NH:2][CH3:1])=[O:4])=[CH:13][CH:12]=3)[CH2:8][C:9]2=[O:20])[CH2:15][CH2:16]1, predict the reactants needed to synthesize it. The reactants are: [CH3:1][NH:2][C:3]([C:5]1[CH:6]=[C:7]2[C:11](=[CH:12][CH:13]=1)[N:10]([CH:14]1[CH2:19][CH2:18][NH:17][CH2:16][CH2:15]1)[C:9](=[O:20])[CH2:8]2)=[O:4].C(=O)(O)[O-].[K+].Cl[CH2:27][C:28]([N:30]1[CH2:34][C@@H:33]2[CH2:35][CH2:36][CH2:37][C@@H:32]2[CH2:31]1)=[O:29]. (2) Given the product [CH3:19][O:20][C:21]1[CH:22]=[CH:23][C:24]([O:27][C:28]2[CH:35]=[CH:34][C:31]([CH2:32][NH:33][C:11](=[O:13])[C:10]3[CH:14]=[CH:15][C:16]([CH3:18])=[N:17][C:9]=3[NH2:8])=[CH:30][CH:29]=2)=[CH:25][CH:26]=1, predict the reactants needed to synthesize it. The reactants are: C(N(CC)CC)C.[NH2:8][C:9]1[N:17]=[C:16]([CH3:18])[CH:15]=[CH:14][C:10]=1[C:11]([OH:13])=O.[CH3:19][O:20][C:21]1[CH:26]=[CH:25][C:24]([O:27][C:28]2[CH:35]=[CH:34][C:31]([CH2:32][NH2:33])=[CH:30][CH:29]=2)=[CH:23][CH:22]=1.CN([P+](ON1N=NC2C=CC=CC1=2)(N(C)C)N(C)C)C.F[P-](F)(F)(F)(F)F. (3) Given the product [CH3:1][O:2][C:3]1[N+:12]([O-:22])=[CH:11][C:10]([C:13]2[CH:18]=[CH:17][CH:16]=[CH:15][CH:14]=2)=[CH:9][C:4]=1[C:5]([O:7][CH3:8])=[O:6], predict the reactants needed to synthesize it. The reactants are: [CH3:1][O:2][C:3]1[N:12]=[CH:11][C:10]([C:13]2[CH:18]=[CH:17][CH:16]=[CH:15][CH:14]=2)=[CH:9][C:4]=1[C:5]([O:7][CH3:8])=[O:6].FC(F)(F)C(OO)=[O:22].NC(N)=O.FC(F)(F)C(OC(=O)C(F)(F)F)=O. (4) Given the product [Cl-:64].[Cl-:64].[CH2:59]([C:51](=[Zr+2:68]([CH:58]1[CH:57]=[CH:33][CH:24]=[CH:25]1)[C:19]1[C:20]2[CH2:21][C:22]3[C:27](=[CH:26][C:25]([C:29]([CH3:30])([CH3:31])[CH3:32])=[C:24]([C:33]4[CH:34]=[CH:35][CH:36]=[CH:37][CH:38]=4)[CH:23]=3)[C:28]=2[CH:16]=[C:17]([C:50]([CH3:53])([CH3:52])[CH3:51])[C:18]=1[C:44]1[CH:45]=[CH:46][CH:47]=[CH:48][CH:49]=1)[CH2:50][C:17]1[CH:16]=[CH:28][CH:20]=[CH:19][CH:18]=1)[C:60]1[CH:23]=[CH:22][CH:21]=[CH:62][CH:61]=1, predict the reactants needed to synthesize it. The reactants are: C(C(=[C:16]1[C:28]2[C:20]([CH:21]=[C:22]3[C:27]=2[CH:26]=[C:25]([C:29]([CH3:32])([CH3:31])[CH3:30])[C:24]([C:33]2[CH:38]=[CH:37][CH:36]=[CH:35][CH:34]=2)=[CH:23]3)=[C:19](C2C=CC=C2)[C:18]([C:44]2[CH:49]=[CH:48][CH:47]=[CH:46][CH:45]=2)=[C:17]1[C:50]([CH3:53])([CH3:52])[CH3:51])CC1C=CC=CC=1)C1C=CC=CC=1.C(O[CH2:57][CH3:58])C.[CH2:59]([Li])[CH2:60][CH2:61][CH3:62].[Cl-:64].[Cl-].[Cl-].[Cl-].[Zr+4:68].